From a dataset of CYP3A4 inhibition data for predicting drug metabolism from PubChem BioAssay. Regression/Classification. Given a drug SMILES string, predict its absorption, distribution, metabolism, or excretion properties. Task type varies by dataset: regression for continuous measurements (e.g., permeability, clearance, half-life) or binary classification for categorical outcomes (e.g., BBB penetration, CYP inhibition). Dataset: cyp3a4_veith. (1) The drug is O=C(O)Cc1cccnc1. The result is 0 (non-inhibitor). (2) The drug is COc1ccc(-n2c(=O)c(-c3cn(C)c4ccccc34)nc3cncnc32)cc1. The result is 1 (inhibitor). (3) The molecule is Cc1nc2cnc(N(C)C)nc2n(C[C@H]2CCCO2)c1=O. The result is 0 (non-inhibitor). (4) The result is 1 (inhibitor). The molecule is COc1ccccc1CN1CCCC2(CCN(S(=O)(=O)c3ccccc3)CC2)C1. (5) The result is 0 (non-inhibitor). The drug is CC(C)OC(=O)c1cccc(C(=O)Oc2ccc(Br)cc2)n1. (6) The molecule is Cc1ccc(-n2[nH]c(=O)c3cccnc32)cc1. The result is 0 (non-inhibitor). (7) The molecule is COc1cccc(Cn2c(NCc3cccnc3)nc3c2c(=O)n(C)c(=O)n3C)c1. The result is 1 (inhibitor). (8) The compound is O=C(O)C1CCCCC1C(=O)Nc1cc(Cl)ccc1Cl. The result is 0 (non-inhibitor).